Predict the reactants needed to synthesize the given product. From a dataset of Full USPTO retrosynthesis dataset with 1.9M reactions from patents (1976-2016). (1) Given the product [C:32]([O:31][C:29]([NH:28][CH2:27][CH2:26][NH:25][C:22]1[N:23]=[C:5]([C:7]2[CH:8]=[CH:9][C:10]([C:13]#[N:14])=[CH:11][CH:12]=2)[C:4]([C:15]2[NH:19][CH:18]=[CH:17][N:16]=2)=[CH:3][N:24]=1)=[O:30])([CH3:35])([CH3:34])[CH3:33], predict the reactants needed to synthesize it. The reactants are: CN(C)/[CH:3]=[C:4](\[C:15]1[NH:16][CH:17]=[CH:18][N:19]=1)/[C:5]([C:7]1[CH:12]=[CH:11][C:10]([C:13]#[N:14])=[CH:9][CH:8]=1)=O.Cl.[C:22]([NH:25][CH2:26][CH2:27][NH:28][C:29]([O:31][C:32]([CH3:35])([CH3:34])[CH3:33])=[O:30])(=[NH:24])[NH2:23].C([O-])([O-])=O.[Cs+].[Cs+]. (2) Given the product [Cl:1][C:2]1[CH:7]=[C:6]([O:8][C:9]2[C:18]3[C:13](=[CH:14][C:15]([O:21][CH2:46][CH2:47][N:48]4[CH:52]=[CH:51][N:50]=[CH:49]4)=[C:16]([O:19][CH3:20])[CH:17]=3)[N:12]=[CH:11][CH:10]=2)[CH:5]=[CH:4][C:3]=1[NH:22][C:23]([NH:25][CH2:26][CH2:27][CH3:28])=[O:24], predict the reactants needed to synthesize it. The reactants are: [Cl:1][C:2]1[CH:7]=[C:6]([O:8][C:9]2[C:18]3[C:13](=[CH:14][C:15]([OH:21])=[C:16]([O:19][CH3:20])[CH:17]=3)[N:12]=[CH:11][CH:10]=2)[CH:5]=[CH:4][C:3]=1[NH:22][C:23]([NH:25][CH2:26][CH2:27][CH3:28])=[O:24].C(=O)([O-])[O-].[K+].[K+].CC1C=CC(S(O[CH2:46][CH2:47][N:48]2[CH:52]=[CH:51][N:50]=[CH:49]2)(=O)=O)=CC=1.O. (3) Given the product [NH2:29][C:20]1[CH:21]=[C:22]([O:27][CH3:28])[C:23]([O:25][CH3:26])=[CH:24][C:19]=1[C:18]([C:10]1[C:11]([C:13]([O:15][CH2:16][CH3:17])=[O:14])=[N:12][N:8]([CH2:7][O:6][C:4]([O:3][CH2:1][CH3:2])=[O:5])[N:9]=1)=[O:32], predict the reactants needed to synthesize it. The reactants are: [CH2:1]([O:3][C:4]([O:6][CH2:7][N:8]1[N:12]=[C:11]([C:13]([O:15][CH2:16][CH3:17])=[O:14])[C:10]([C:18](=[O:32])[C:19]2[CH:24]=[C:23]([O:25][CH3:26])[C:22]([O:27][CH3:28])=[CH:21][C:20]=2[N+:29]([O-])=O)=[N:9]1)=[O:5])[CH3:2].[H][H]. (4) Given the product [F:18][C:19]1[CH:24]=[CH:23][CH:22]=[CH:21][C:20]=1[C:6]1[CH:7]=[CH:8][C:9]2[C:14](=[CH:13][CH:12]=[CH:11][CH:10]=2)[C:5]=1[C:3]([N:2]([CH3:17])[CH3:1])=[O:4], predict the reactants needed to synthesize it. The reactants are: [CH3:1][N:2]([CH3:17])[C:3]([C:5]1[C:14]2[C:9](=[CH:10][CH:11]=[CH:12][CH:13]=2)[CH:8]=[CH:7][C:6]=1OC)=[O:4].[F:18][C:19]1[CH:24]=[CH:23][CH:22]=[CH:21][C:20]=1B1OCC(C)(C)CO1. (5) Given the product [ClH:25].[CH3:1][O:2][C:3]1[CH:4]=[C:5]2[C:9](=[CH:10][C:11]=1[O:12][CH3:13])[N:8]([C:14]1[CH:19]=[CH:18][C:17]([NH2:20])=[CH:16][CH:15]=1)[CH2:7][CH2:6]2, predict the reactants needed to synthesize it. The reactants are: [CH3:1][O:2][C:3]1[CH:4]=[C:5]2[C:9](=[CH:10][C:11]=1[O:12][CH3:13])[N:8]([C:14]1[CH:19]=[CH:18][C:17]([N+:20]([O-])=O)=[CH:16][CH:15]=1)[CH2:7][CH2:6]2.[H][H].[ClH:25]. (6) The reactants are: F[C:2]1[CH:3]=[N:4][CH:5]=[CH:6][C:7]=1[C:8]1[S:9][C:10]([CH3:13])=[N:11][N:12]=1.[NH:14]1[CH2:19][CH2:18][CH:17]([C:20]([O:22][CH2:23][CH3:24])=[O:21])[CH2:16][CH2:15]1.C(=O)([O-])[O-].[K+].[K+].CN1C(=O)CCC1. Given the product [CH3:13][C:10]1[S:9][C:8]([C:7]2[CH:6]=[CH:5][N:4]=[CH:3][C:2]=2[N:14]2[CH2:19][CH2:18][CH:17]([C:20]([O:22][CH2:23][CH3:24])=[O:21])[CH2:16][CH2:15]2)=[N:12][N:11]=1, predict the reactants needed to synthesize it.